The task is: Regression/Classification. Given a drug SMILES string, predict its toxicity properties. Task type varies by dataset: regression for continuous values (e.g., LD50, hERG inhibition percentage) or binary classification for toxic/non-toxic outcomes (e.g., AMES mutagenicity, cardiotoxicity, hepatotoxicity). Dataset: ames.. This data is from Ames mutagenicity test results for genotoxicity prediction. (1) The drug is O=C(Cl)OCc1ccccc1. The result is 0 (non-mutagenic). (2) The compound is Cc1ccc(COS(=O)(=O)c2ccc(C)cc2)cc1. The result is 0 (non-mutagenic). (3) The drug is Nc1ccc(Sc2ccc(N)cc2)cc1. The result is 1 (mutagenic). (4) The compound is CCOP(=S)(CC)Sc1ccccc1. The result is 0 (non-mutagenic). (5) The molecule is Nc1ccc(Cl)cc1Cl. The result is 1 (mutagenic). (6) The molecule is Cc1cccc2ccc3cc4ccccc4cc3c12. The result is 1 (mutagenic).